This data is from Catalyst prediction with 721,799 reactions and 888 catalyst types from USPTO. The task is: Predict which catalyst facilitates the given reaction. (1) Reactant: Cl[C:2]1[N:7]=[C:6]([Cl:8])[N:5]=[CH:4][N:3]=1.C(N(CC)C(C)C)(C)C.[NH2:18][C:19]1[CH:27]=[CH:26][C:22]([C:23]([NH2:25])=[O:24])=[CH:21][CH:20]=1. Product: [Cl:8][C:6]1[N:5]=[CH:4][N:3]=[C:2]([NH:18][C:19]2[CH:27]=[CH:26][C:22]([C:23]([NH2:25])=[O:24])=[CH:21][CH:20]=2)[N:7]=1. The catalyst class is: 288. (2) Reactant: [C:1]([O:5][C:6]([NH:8][CH2:9][CH2:10][N:11]([CH2:29][CH2:30][NH:31][C:32]([O:34][C:35]([CH3:38])([CH3:37])[CH3:36])=[O:33])[C:12]([CH2:14][CH2:15][C@H:16]([NH:21][C:22]([O:24][C:25]([CH3:28])([CH3:27])[CH3:26])=[O:23])[C:17]([O:19]C)=[O:18])=[O:13])=[O:7])([CH3:4])([CH3:3])[CH3:2].[OH-].[Na+]. Product: [C:1]([O:5][C:6]([NH:8][CH2:9][CH2:10][N:11]([CH2:29][CH2:30][NH:31][C:32]([O:34][C:35]([CH3:38])([CH3:37])[CH3:36])=[O:33])[C:12](=[O:13])[CH2:14][CH2:15][C@H:16]([NH:21][C:22]([O:24][C:25]([CH3:28])([CH3:26])[CH3:27])=[O:23])[C:17]([OH:19])=[O:18])=[O:7])([CH3:2])([CH3:3])[CH3:4]. The catalyst class is: 5. (3) Reactant: [Br:1][C:2]1[CH:3]=[C:4]2[C:8](=[CH:9][CH:10]=1)[NH:7][N:6]=[C:5]2[CH:11]=[O:12].[O:13]1[CH:18]=[CH:17][CH2:16][CH2:15][CH2:14]1.CC1C=CC(S([O-])(=O)=O)=CC=1.C1C=C[NH+]=CC=1.C([O-])(O)=O.[Na+]. Product: [Br:1][C:2]1[CH:10]=[CH:9][CH:8]2[CH:4]([C:5]([CH:11]=[O:12])=[N:6][N:7]2[CH:14]2[CH2:15][CH2:16][CH2:17][CH2:18][O:13]2)[CH:3]=1. The catalyst class is: 2.